From a dataset of Forward reaction prediction with 1.9M reactions from USPTO patents (1976-2016). Predict the product of the given reaction. (1) Given the reactants C[O:2][C:3]([C:5]([O:8][C:9]([N:11]1[CH2:16][CH2:15][CH:14]([CH2:17][C:18]2[N:22]=[C:21]([C:23]3[O:31][C:30]4[CH:29]=[CH:28][N:27]=[CH:26][C:25]=4[CH:24]=3)[O:20][N:19]=2)[CH2:13][CH2:12]1)=[O:10])([CH3:7])[CH3:6])=[O:4].O[Li].O, predict the reaction product. The product is: [C:3]([C:5]([O:8][C:9]([N:11]1[CH2:12][CH2:13][CH:14]([CH2:17][C:18]2[N:22]=[C:21]([C:23]3[O:31][C:30]4[CH:29]=[CH:28][N:27]=[CH:26][C:25]=4[CH:24]=3)[O:20][N:19]=2)[CH2:15][CH2:16]1)=[O:10])([CH3:6])[CH3:7])([OH:4])=[O:2]. (2) Given the reactants [C:1]([C:3]1[C:8]2[N:9]=[C:10]([C:12]([N:14]([CH3:16])[CH3:15])=[O:13])[O:11][C:7]=2[C:6]([NH:17]CC2C=CC(OC)=CC=2)=[C:5]([C:27]2[CH:32]=[CH:31][CH:30]=[CH:29][CH:28]=2)[C:4]=1[CH3:33])#[N:2], predict the reaction product. The product is: [NH2:17][C:6]1[C:7]2[O:11][C:10]([C:12]([N:14]([CH3:16])[CH3:15])=[O:13])=[N:9][C:8]=2[C:3]([C:1]#[N:2])=[C:4]([CH3:33])[C:5]=1[C:27]1[CH:32]=[CH:31][CH:30]=[CH:29][CH:28]=1. (3) Given the reactants Cl.[NH2:2][CH2:3][C:4]1[C:5](=[O:12])[NH:6][C:7]([CH3:11])=[CH:8][C:9]=1[CH3:10].[CH3:13][O:14][CH:15]1[CH2:18][N:17]([C@H:19]2[CH2:24][CH2:23][C@H:22]([CH:25]([C:27]3[S:31][CH:30]=[C:29]([C:32](O)=[O:33])[C:28]=3[CH3:35])[CH3:26])[CH2:21][CH2:20]2)[CH2:16]1.CCN=C=NCCCN(C)C.C1C=NC2N(O)N=NC=2C=1, predict the reaction product. The product is: [CH3:10][C:9]1[CH:8]=[C:7]([CH3:11])[NH:6][C:5](=[O:12])[C:4]=1[CH2:3][NH:2][C:32]([C:29]1[C:28]([CH3:35])=[C:27]([C@H:25]([C@H:22]2[CH2:23][CH2:24][C@H:19]([N:17]3[CH2:18][C:15]([O:14][CH3:13])=[CH:16]3)[CH2:20][CH2:21]2)[CH3:26])[S:31][CH:30]=1)=[O:33].